From a dataset of Forward reaction prediction with 1.9M reactions from USPTO patents (1976-2016). Predict the product of the given reaction. (1) Given the reactants [NH2:1][C@@H:2]1[CH2:7][CH2:6][CH2:5][CH2:4][C@@H:3]1[NH:8][C:9]([C:11]1[N:12]=[C:13]([C:24]2[CH:29]=[CH:28][C:27]([Cl:30])=[CH:26][C:25]=2[Cl:31])[N:14]([C:17]2[CH:22]=[CH:21][C:20]([OH:23])=[CH:19][CH:18]=2)[C:15]=1[CH3:16])=[O:10].[CH3:32][C:33]([Si:36](Cl)([CH3:38])[CH3:37])([CH3:35])[CH3:34].O, predict the reaction product. The product is: [NH2:1][C@@H:2]1[CH2:7][CH2:6][CH2:5][CH2:4][C@@H:3]1[NH:8][C:9]([C:11]1[N:12]=[C:13]([C:24]2[CH:29]=[CH:28][C:27]([Cl:30])=[CH:26][C:25]=2[Cl:31])[N:14]([C:17]2[CH:18]=[CH:19][C:20]([O:23][Si:36]([C:33]([CH3:35])([CH3:34])[CH3:32])([CH3:38])[CH3:37])=[CH:21][CH:22]=2)[C:15]=1[CH3:16])=[O:10]. (2) Given the reactants [C:1]([OH:4])(=O)[CH3:2].[CH:5]1[CH:6]=[CH:7][C:8]2N(O)N=[N:11][C:9]=2[CH:10]=1.CCN=C=N[CH2:20][CH2:21][CH2:22]N(C)C.Cl.[NH2:27][C@H:28]([C:38]1[O:39][C:40]([C:43]2[C:44]([O:53][CH3:54])=[N:45][C:46]3[C:51]([CH:52]=2)=[CH:50][CH:49]=[CH:48][CH:47]=3)=[CH:41][N:42]=1)[CH2:29][CH2:30][CH2:31][CH2:32][CH2:33][C:34](=[O:37])[CH2:35][CH3:36].CCN(C(C)C)C(C)C.CN([CH:67]=[O:68])C, predict the reaction product. The product is: [CH3:67][O:68][C:6]1[CH:7]=[C:8]2[C:9](=[CH:10][CH:5]=1)[NH:11][C:21]([CH3:22])=[C:20]2[CH2:2][C:1]([NH:27][C@H:28]([C:38]1[O:39][C:40]([C:43]2[C:44]([O:53][CH3:54])=[N:45][C:46]3[C:51]([CH:52]=2)=[CH:50][CH:49]=[CH:48][CH:47]=3)=[CH:41][N:42]=1)[CH2:29][CH2:30][CH2:31][CH2:32][CH2:33][C:34](=[O:37])[CH2:35][CH3:36])=[O:4].